Regression. Given two drug SMILES strings and cell line genomic features, predict the synergy score measuring deviation from expected non-interaction effect. From a dataset of NCI-60 drug combinations with 297,098 pairs across 59 cell lines. (1) Drug 1: CC1CCC2CC(C(=CC=CC=CC(CC(C(=O)C(C(C(=CC(C(=O)CC(OC(=O)C3CCCCN3C(=O)C(=O)C1(O2)O)C(C)CC4CCC(C(C4)OC)OCCO)C)C)O)OC)C)C)C)OC. Drug 2: CC1CCCC2(C(O2)CC(NC(=O)CC(C(C(=O)C(C1O)C)(C)C)O)C(=CC3=CSC(=N3)C)C)C. Cell line: 786-0. Synergy scores: CSS=48.4, Synergy_ZIP=0.164, Synergy_Bliss=-0.209, Synergy_Loewe=-0.746, Synergy_HSA=3.09. (2) Drug 1: C1=CC(=CC=C1CC(C(=O)O)N)N(CCCl)CCCl.Cl. Drug 2: C1=CN(C(=O)N=C1N)C2C(C(C(O2)CO)O)O.Cl. Cell line: MDA-MB-435. Synergy scores: CSS=7.58, Synergy_ZIP=-0.0174, Synergy_Bliss=3.94, Synergy_Loewe=-10.3, Synergy_HSA=-1.64. (3) Synergy scores: CSS=17.0, Synergy_ZIP=-4.53, Synergy_Bliss=0.650, Synergy_Loewe=-22.4, Synergy_HSA=2.93. Cell line: UACC62. Drug 2: C1=CN(C(=O)N=C1N)C2C(C(C(O2)CO)O)O.Cl. Drug 1: C1=CC(=CC=C1CC(C(=O)O)N)N(CCCl)CCCl.Cl. (4) Drug 1: CC1=C2C(C(=O)C3(C(CC4C(C3C(C(C2(C)C)(CC1OC(=O)C(C(C5=CC=CC=C5)NC(=O)OC(C)(C)C)O)O)OC(=O)C6=CC=CC=C6)(CO4)OC(=O)C)O)C)O. Drug 2: CCN(CC)CCNC(=O)C1=C(NC(=C1C)C=C2C3=C(C=CC(=C3)F)NC2=O)C. Cell line: MALME-3M. Synergy scores: CSS=6.11, Synergy_ZIP=-0.711, Synergy_Bliss=6.42, Synergy_Loewe=-1.20, Synergy_HSA=1.38.